From a dataset of Peptide-MHC class I binding affinity with 185,985 pairs from IEDB/IMGT. Regression. Given a peptide amino acid sequence and an MHC pseudo amino acid sequence, predict their binding affinity value. This is MHC class I binding data. (1) The binding affinity (normalized) is 0.0847. The MHC is HLA-A01:01 with pseudo-sequence HLA-A01:01. The peptide sequence is ELLSHVGQA. (2) The peptide sequence is SYGCPTNPF. The MHC is HLA-B07:02 with pseudo-sequence HLA-B07:02. The binding affinity (normalized) is 0.213.